The task is: Predict which catalyst facilitates the given reaction.. This data is from Catalyst prediction with 721,799 reactions and 888 catalyst types from USPTO. (1) Reactant: [H-].[Na+].[C:3]([O:7][C:8]([N:10]1[CH2:15][CH2:14][CH:13]([OH:16])[CH2:12][CH2:11]1)=[O:9])([CH3:6])([CH3:5])[CH3:4].Cl[C:18]1[CH:23]=[CH:22][C:21]([N+:24]([O-:26])=[O:25])=[CH:20][N:19]=1. Product: [N+:24]([C:21]1[CH:22]=[CH:23][C:18]([O:16][CH:13]2[CH2:14][CH2:15][N:10]([C:8]([O:7][C:3]([CH3:6])([CH3:4])[CH3:5])=[O:9])[CH2:11][CH2:12]2)=[N:19][CH:20]=1)([O-:26])=[O:25]. The catalyst class is: 1. (2) The catalyst class is: 21. Product: [CH3:1][CH2:2][C:3]([C:5]1[CH:6]=[CH:7][C:8]([O:11][CH2:12][C:13]2[CH:18]=[CH:17][CH:16]=[CH:15][CH:14]=2)=[CH:9][CH:10]=1)=[O:4]. Reactant: [CH3:1][CH2:2][C:3]([C:5]1[CH:10]=[CH:9][C:8]([OH:11])=[CH:7][CH:6]=1)=[O:4].[CH2:12](Br)[C:13]1[CH:18]=[CH:17][CH:16]=[CH:15][CH:14]=1.C([O-])([O-])=O.[K+].[K+]. (3) Reactant: [C:1]([O:10]C)(=O)[C:2]1[C:3](=[CH:5][CH:6]=[CH:7][CH:8]=1)[SH:4].[C:12]([C:14]1[CH:19]=[CH:18][CH:17]=[C:16]([O:20][C:21]2[CH:26]=[CH:25][CH:24]=[CH:23][CH:22]=2)[N:15]=1)#[N:13].C(N(CC)CC)C. Product: [O:20]([C:16]1[N:15]=[C:14]([C:12]2[S:4][C:3]3[CH:5]=[CH:6][CH:7]=[CH:8][C:2]=3[C:1](=[O:10])[N:13]=2)[CH:19]=[CH:18][CH:17]=1)[C:21]1[CH:22]=[CH:23][CH:24]=[CH:25][CH:26]=1. The catalyst class is: 11. (4) Reactant: N1(C(Cl)=O)CCCC1.[N:9]1([C:14]([N:16]=[C:17]=[S:18])=[O:15])[CH2:13][CH2:12][CH2:11][CH2:10]1.[CH3:19][O:20][C:21]1[CH:22]=[C:23]2[C:28](=[CH:29][C:30]=1[O:31][CH3:32])[N:27]=[CH:26][CH:25]=[C:24]2[O:33][C:34]1[CH:40]=[CH:39][C:37]([NH2:38])=[CH:36][CH:35]=1.C1(C)C=CC=CC=1. Product: [N:9]1([C:14]([N:16]=[C:17]=[S:18])=[O:15])[CH2:13][CH2:12][CH2:11][CH2:10]1.[CH3:19][O:20][C:21]1[CH:22]=[C:23]2[C:28](=[CH:29][C:30]=1[O:31][CH3:32])[N:27]=[CH:26][CH:25]=[C:24]2[O:33][C:34]1[CH:35]=[CH:36][C:37]([NH:38][C:17]([NH:16][C:14]([N:9]2[CH2:13][CH2:12][CH2:11][CH2:10]2)=[O:15])=[S:18])=[CH:39][CH:40]=1. The catalyst class is: 8. (5) Product: [CH3:8][C:9]1[CH:14]=[C:13]([CH3:15])[CH:12]=[C:11]([CH3:16])[C:10]=1[S:17]([O:20][C:21]1[C:26]([CH2:27][C:28]2[CH:33]=[CH:32][C:31]([CH2:34][Cl:5])=[CH:30][C:29]=2[O:36][CH3:37])=[C:25]([CH3:38])[N:24]=[C:23]([NH2:39])[N:22]=1)(=[O:19])=[O:18]. The catalyst class is: 20. Reactant: CS([Cl:5])(=O)=O.[Cl-].[Li+].[CH3:8][C:9]1[CH:14]=[C:13]([CH3:15])[CH:12]=[C:11]([CH3:16])[C:10]=1[S:17]([O:20][C:21]1[C:26]([CH2:27][C:28]2[CH:33]=[CH:32][C:31]([CH2:34]O)=[CH:30][C:29]=2[O:36][CH3:37])=[C:25]([CH3:38])[N:24]=[C:23]([NH2:39])[N:22]=1)(=[O:19])=[O:18]. (6) The catalyst class is: 2. Product: [I:1][CH2:37][C:36](=[CH2:39])[CH2:35][O:34][Si:27]([C:30]([CH3:33])([CH3:32])[CH3:31])([CH3:29])[CH3:28]. Reactant: [I:1]I.N1C=CN=C1.C1(P(C2C=CC=CC=2)C2C=CC=CC=2)C=CC=CC=1.[Si:27]([O:34][CH2:35][C:36](=[CH2:39])[CH2:37]O)([C:30]([CH3:33])([CH3:32])[CH3:31])([CH3:29])[CH3:28]. (7) Reactant: [N:1]1([CH2:7][CH2:8][OH:9])[CH2:6][CH2:5][NH:4][CH2:3][CH2:2]1.N1C=CC=CC=1.[Si:16](Cl)([C:29]([CH3:32])([CH3:31])[CH3:30])([C:23]1[CH:28]=[CH:27][CH:26]=[CH:25][CH:24]=1)[C:17]1[CH:22]=[CH:21][CH:20]=[CH:19][CH:18]=1. Product: [C:29]([Si:16]([C:23]1[CH:28]=[CH:27][CH:26]=[CH:25][CH:24]=1)([C:17]1[CH:18]=[CH:19][CH:20]=[CH:21][CH:22]=1)[O:9][CH2:8][CH2:7][N:1]1[CH2:6][CH2:5][NH:4][CH2:3][CH2:2]1)([CH3:32])([CH3:30])[CH3:31]. The catalyst class is: 64. (8) Reactant: [CH3:1][N:2]([CH3:24])[C:3]([C:5]1[CH:6]=[C:7]([S:11]([NH:14][C:15]2[CH:19]=[CH:18][S:17][C:16]=2[C:20]([O:22]C)=[O:21])(=[O:13])=[O:12])[CH:8]=[CH:9][CH:10]=1)=[O:4].CO.[OH-].[Na+]. Product: [CH3:1][N:2]([CH3:24])[C:3]([C:5]1[CH:6]=[C:7]([S:11]([NH:14][C:15]2[CH:19]=[CH:18][S:17][C:16]=2[C:20]([OH:22])=[O:21])(=[O:13])=[O:12])[CH:8]=[CH:9][CH:10]=1)=[O:4]. The catalyst class is: 33.